Task: Regression. Given a peptide amino acid sequence and an MHC pseudo amino acid sequence, predict their binding affinity value. This is MHC class I binding data.. Dataset: Peptide-MHC class I binding affinity with 185,985 pairs from IEDB/IMGT (1) The peptide sequence is NTDDFPLTL. The MHC is HLA-C05:01 with pseudo-sequence HLA-C05:01. The binding affinity (normalized) is 0.456. (2) The peptide sequence is EMVDELVTRK. The MHC is HLA-A11:01 with pseudo-sequence HLA-A11:01. The binding affinity (normalized) is 0.162. (3) The peptide sequence is PHPVVVRTL. The MHC is HLA-B08:03 with pseudo-sequence HLA-B08:03. The binding affinity (normalized) is 0.0847. (4) The binding affinity (normalized) is 0. The peptide sequence is AAIGKAWEEG. The MHC is HLA-A32:01 with pseudo-sequence HLA-A32:01.